This data is from Reaction yield outcomes from USPTO patents with 853,638 reactions. The task is: Predict the reaction yield, written as a fraction of the theoretical maximum amount of product (1.0 means a 100% yield; for example, 0.34 means a 34% yield). (1) The yield is 0.740. The reactants are [C:1]([O:5][C:6]([C@@:8]12[CH2:14][C@:13]1([C:15]1[CH:20]=[CH:19][CH:18]=[CH:17][CH:16]=1)[CH2:12][O:11]C(=O)[N:9]2[C:22]([O:24][C:25]([CH3:28])([CH3:27])[CH3:26])=[O:23])=[O:7])([CH3:4])([CH3:3])[CH3:2].C(=O)([O-])[O-].[Cs+].[Cs+]. The catalyst is CO. The product is [C:1]([O:5][C:6]([C@@:8]1([NH:9][C:22]([O:24][C:25]([CH3:28])([CH3:27])[CH3:26])=[O:23])[CH2:14][C@@:13]1([CH2:12][OH:11])[C:15]1[CH:20]=[CH:19][CH:18]=[CH:17][CH:16]=1)=[O:7])([CH3:3])([CH3:4])[CH3:2]. (2) The reactants are [OH:1][CH2:2][C:3]1[C:8]([CH3:9])=[CH:7][CH:6]=[CH:5][N:4]=1. The catalyst is C(Cl)Cl.O=[Mn]=O. The product is [CH3:9][C:8]1[C:3]([CH:2]=[O:1])=[N:4][CH:5]=[CH:6][CH:7]=1. The yield is 0.640. (3) The reactants are Cl.[OH:2][C@H:3]1[CH2:7][CH2:6][NH:5][C@@H:4]1[C:8]([O:10][CH3:11])=[O:9].CCN(CC)CC.[Cl:19][CH2:20][C:21](Cl)=[O:22]. The catalyst is C1C=CC=CC=1. The product is [Cl:19][CH2:20][C:21]([N:5]1[CH2:6][CH2:7][C@H:3]([OH:2])[C@H:4]1[C:8]([O:10][CH3:11])=[O:9])=[O:22]. The yield is 0.670. (4) The reactants are [NH2:1][C:2]1[N:7]=[CH:6][N:5]=[C:4]([O:8][C:9]2[CH:14]=[CH:13][C:12]([NH:15]C(=O)C)=[CH:11][C:10]=2[F:19])[CH:3]=1.Cl.C([O-])([O-])=O.[Na+].[Na+]. The catalyst is CO. The product is [NH2:15][C:12]1[CH:13]=[CH:14][C:9]([O:8][C:4]2[N:5]=[CH:6][N:7]=[C:2]([NH2:1])[CH:3]=2)=[C:10]([F:19])[CH:11]=1. The yield is 0.960. (5) The reactants are Br[C:2]1[CH:3]=[CH:4][C:5]2[O:11][CH2:10][CH2:9][N:8]3[CH:12]=[C:13]([C:15]4[N:19]([CH:20]([CH3:22])[CH3:21])[N:18]=[CH:17][N:16]=4)[N:14]=[C:7]3[C:6]=2[CH:23]=1.[Cl:24][C:25]1[CH:30]=[CH:29][C:28](B(O)O)=[CH:27][CH:26]=1.C([O-])([O-])=O.[Cs+].[Cs+].O. The catalyst is O1CCOCC1.C1C=CC(P(C2C=CC=CC=2)[C-]2C=CC=C2)=CC=1.C1C=CC(P(C2C=CC=CC=2)[C-]2C=CC=C2)=CC=1.Cl[Pd]Cl.[Fe+2]. The product is [Cl:24][C:25]1[CH:30]=[CH:29][C:28]([C:2]2[CH:3]=[CH:4][C:5]3[O:11][CH2:10][CH2:9][N:8]4[CH:12]=[C:13]([C:15]5[N:19]([CH:20]([CH3:21])[CH3:22])[N:18]=[CH:17][N:16]=5)[N:14]=[C:7]4[C:6]=3[CH:23]=2)=[CH:27][CH:26]=1. The yield is 0.100. (6) The reactants are [ClH:1].CC(OCC1C2C(=CC=CC=2)C(COC(C)=O)=C2C=1C=CC=C2)=O.C(O)=O.[C:29]([C:31]1[CH:56]=[CH:55][C:34]([CH2:35][N:36]2[CH2:43][CH:42]3[O:44][CH:38]([CH2:39][N:40]([CH2:45][CH2:46][NH:47]C(=O)OC(C)(C)C)[CH2:41]3)[CH2:37]2)=[CH:33][CH:32]=1)#[N:30]. The catalyst is C(OCC)(=O)C. The product is [ClH:1].[NH2:47][CH2:46][CH2:45][N:40]1[CH2:41][CH:42]2[O:44][CH:38]([CH2:37][N:36]([CH2:35][C:34]3[CH:33]=[CH:32][C:31]([C:29]#[N:30])=[CH:56][CH:55]=3)[CH2:43]2)[CH2:39]1. The yield is 0.960.